Task: Predict the reaction yield, written as a fraction of the theoretical maximum amount of product (1.0 means a 100% yield; for example, 0.34 means a 34% yield).. Dataset: Reaction yield outcomes from USPTO patents with 853,638 reactions (1) The reactants are [CH2:1]([O:8][C:9]1[CH:14]=[CH:13][N:12]([C:15]2[CH:23]=[C:22]3[C:18]([C:19]4[CH:38]5[NH:39][CH:35]([CH2:36][CH2:37]5)[CH2:34][C:20]=4[N:21]3S(C3C=CC(C)=CC=3)(=O)=O)=[CH:17][CH:16]=2)[C:11](=[O:40])[CH:10]=1)[C:2]1[CH:7]=[CH:6][CH:5]=[CH:4][CH:3]=1.[OH-].[Na+].CO.C(Cl)[Cl:46]. The catalyst is O. The product is [ClH:46].[CH2:1]([O:8][C:9]1[CH:14]=[CH:13][N:12]([C:15]2[CH:23]=[C:22]3[C:18]([C:19]4[CH:38]5[NH:39][CH:35]([CH2:36][CH2:37]5)[CH2:34][C:20]=4[NH:21]3)=[CH:17][CH:16]=2)[C:11](=[O:40])[CH:10]=1)[C:2]1[CH:7]=[CH:6][CH:5]=[CH:4][CH:3]=1. The yield is 0.390. (2) The reactants are [Cl:1][C:2]1[N:11]([C:12]2[CH:17]=[CH:16][CH:15]=[C:14]([N+:18]([O-:20])=[O:19])[CH:13]=2)[C:5]2[N:6]=[CH:7][N:8]=[C:9]([NH2:10])[C:4]=2[C:3]=1[C:21]1[CH:26]=[CH:25][C:24]([Cl:27])=[CH:23][CH:22]=1.[Li+].C[Si]([N-][Si](C)(C)C)(C)C.[CH3:38][C:39]([O:42][C:43](O[C:43]([O:42][C:39]([CH3:41])([CH3:40])[CH3:38])=[O:44])=[O:44])([CH3:41])[CH3:40]. The catalyst is C1COCC1. The product is [Cl:1][C:2]1[N:11]([C:12]2[CH:17]=[CH:16][CH:15]=[C:14]([N+:18]([O-:20])=[O:19])[CH:13]=2)[C:5]2[N:6]=[CH:7][N:8]=[C:9]([NH:10][C:43](=[O:44])[O:42][C:39]([CH3:41])([CH3:40])[CH3:38])[C:4]=2[C:3]=1[C:21]1[CH:26]=[CH:25][C:24]([Cl:27])=[CH:23][CH:22]=1. The yield is 0.610. (3) The reactants are [Br:1][C:2]1[CH:9]=[CH:8][C:5]([CH2:6]Br)=[CH:4][CH:3]=1.[C:10]1([CH:16]2[CH2:20][CH2:19][NH:18][CH2:17]2)[CH:15]=[CH:14][CH:13]=[CH:12][CH:11]=1.C(=O)([O-])[O-].[K+].[K+]. The catalyst is C(#N)C. The product is [Br:1][C:2]1[CH:9]=[CH:8][C:5]([CH2:6][N:18]2[CH2:19][CH2:20][CH:16]([C:10]3[CH:15]=[CH:14][CH:13]=[CH:12][CH:11]=3)[CH2:17]2)=[CH:4][CH:3]=1. The yield is 0.0200.